This data is from Reaction yield outcomes from USPTO patents with 853,638 reactions. The task is: Predict the reaction yield, written as a fraction of the theoretical maximum amount of product (1.0 means a 100% yield; for example, 0.34 means a 34% yield). (1) The reactants are [CH3:1][N:2]([CH3:16])[CH2:3][CH2:4][C:5]1[C:13]2[C:8](=[CH:9][CH:10]=[C:11]([CH:14]=O)[CH:12]=2)[NH:7][CH:6]=1.[CH3:17]C(C)([O-])C.[K+]. The catalyst is C1COCC1.[Br-].C[P+](C1C=CC=CC=1)(C1C=CC=CC=1)C1C=CC=CC=1. The product is [CH3:1][N:2]([CH3:16])[CH2:3][CH2:4][C:5]1[C:13]2[C:8](=[CH:9][CH:10]=[C:11]([CH:14]=[CH2:17])[CH:12]=2)[NH:7][CH:6]=1. The yield is 0.880. (2) The reactants are [OH:1][C:2]1[CH:10]=[CH:9][C:5]([C:6]([OH:8])=[O:7])=[CH:4][C:3]=1[O:11][CH3:12].[OH-].[Na+].[CH:15]1[CH:20]=[CH:19][C:18]([CH2:21]Br)=[CH:17][CH:16]=1. The catalyst is C(O)C. The product is [CH2:21]([O:1][C:2]1[CH:10]=[CH:9][C:5]([C:6]([OH:8])=[O:7])=[CH:4][C:3]=1[O:11][CH3:12])[C:18]1[CH:19]=[CH:20][CH:15]=[CH:16][CH:17]=1. The yield is 0.830. (3) The reactants are [F:1][C:2]1[CH:7]=[CH:6][C:5]([C:8]2[O:9][C:10]3[CH:20]=[C:19]([NH:21][S:22]([CH3:25])(=[O:24])=[O:23])[C:18]([C:26]4[CH:31]=[CH:30][CH:29]=[CH:28][CH:27]=4)=[CH:17][C:11]=3[C:12]=2[C:13]([NH:15][CH3:16])=[O:14])=[CH:4][CH:3]=1.Br[CH2:33][CH:34]1[CH2:39][CH2:38][CH2:37][CH2:36][CH2:35]1.C([O-])([O-])=O.[K+].[K+]. The catalyst is CN(C=O)C. The product is [CH:34]1([CH2:33][N:21]([S:22]([CH3:25])(=[O:23])=[O:24])[C:19]2[C:18]([C:26]3[CH:27]=[CH:28][CH:29]=[CH:30][CH:31]=3)=[CH:17][C:11]3[C:12]([C:13]([NH:15][CH3:16])=[O:14])=[C:8]([C:5]4[CH:4]=[CH:3][C:2]([F:1])=[CH:7][CH:6]=4)[O:9][C:10]=3[CH:20]=2)[CH2:39][CH2:38][CH2:37][CH2:36][CH2:35]1. The yield is 0.350. (4) The reactants are Br[C:2]1[CH:3]=[C:4]([NH:10][C:11]2[CH:16]=[N:15][CH:14]=[CH:13][N:12]=2)[C:5](=[O:9])[N:6]([CH3:8])[CH:7]=1.[C:17]([O:20][CH2:21][C:22]1[C:23]([N:31]2[CH2:42][CH2:41][N:40]3[C:33](=[CH:34][C:35]4[CH2:36][C:37]([CH3:44])([CH3:43])[CH2:38][C:39]=43)[C:32]2=[O:45])=[N:24][CH:25]=[CH:26][C:27]=1B(O)O)(=[O:19])[CH3:18].[O-]P([O-])([O-])=O.[K+].[K+].[K+].O.O.O.C([O-])(=O)C.[Na+]. The catalyst is O.C1C=CC(P(C2C=CC=CC=2)[C-]2C=CC=C2)=CC=1.C1C=CC(P(C2C=CC=CC=2)[C-]2C=CC=C2)=CC=1.Cl[Pd]Cl.[Fe+2].C(#N)C. The product is [C:17]([O:20][CH2:21][C:22]1[C:23]([N:31]2[CH2:42][CH2:41][N:40]3[C:33](=[CH:34][C:35]4[CH2:36][C:37]([CH3:44])([CH3:43])[CH2:38][C:39]=43)[C:32]2=[O:45])=[N:24][CH:25]=[CH:26][C:27]=1[C:2]1[CH:3]=[C:4]([NH:10][C:11]2[CH:16]=[N:15][CH:14]=[CH:13][N:12]=2)[C:5](=[O:9])[N:6]([CH3:8])[CH:7]=1)(=[O:19])[CH3:18]. The yield is 0.400.